This data is from NCI-60 drug combinations with 297,098 pairs across 59 cell lines. The task is: Regression. Given two drug SMILES strings and cell line genomic features, predict the synergy score measuring deviation from expected non-interaction effect. (1) Drug 1: C1=NC2=C(N1)C(=S)N=C(N2)N. Drug 2: C(CCl)NC(=O)N(CCCl)N=O. Cell line: UO-31. Synergy scores: CSS=19.2, Synergy_ZIP=-5.85, Synergy_Bliss=-4.94, Synergy_Loewe=-20.3, Synergy_HSA=-4.69. (2) Drug 1: COC1=NC(=NC2=C1N=CN2C3C(C(C(O3)CO)O)O)N. Drug 2: C(CCl)NC(=O)N(CCCl)N=O. Cell line: NCI-H522. Synergy scores: CSS=1.33, Synergy_ZIP=0.744, Synergy_Bliss=1.30, Synergy_Loewe=-6.97, Synergy_HSA=-3.69. (3) Drug 1: CN(C)N=NC1=C(NC=N1)C(=O)N. Drug 2: C1CNP(=O)(OC1)N(CCCl)CCCl. Cell line: SNB-75. Synergy scores: CSS=-1.54, Synergy_ZIP=-0.163, Synergy_Bliss=-1.28, Synergy_Loewe=-3.42, Synergy_HSA=-3.02. (4) Drug 1: C1CCC(CC1)NC(=O)N(CCCl)N=O. Drug 2: CC1=CC=C(C=C1)C2=CC(=NN2C3=CC=C(C=C3)S(=O)(=O)N)C(F)(F)F. Cell line: 786-0. Synergy scores: CSS=27.5, Synergy_ZIP=-7.06, Synergy_Bliss=-3.46, Synergy_Loewe=-2.54, Synergy_HSA=-2.00.